Dataset: Full USPTO retrosynthesis dataset with 1.9M reactions from patents (1976-2016). Task: Predict the reactants needed to synthesize the given product. Given the product [N:57]1[N:37]2[C:38]([NH2:40])=[CH:39][CH:34]=[N:35][C:36]2=[CH:59][CH:58]=1, predict the reactants needed to synthesize it. The reactants are: C1(C2C=CC(B3OC(C)(C)C(C)(C)O3)=CN=2)C=CC=CC=1.[O-]P([O-])([O-])=O.[K+].[K+].[K+].C(Cl)Cl.Cl[C:34]1[CH:39]=[C:38]([N:40](COCC[Si](C)(C)C)COCC[Si](C)(C)C)[N:37]2[N:57]=[CH:58][C:59](I)=[C:36]2[N:35]=1.